Dataset: NCI-60 drug combinations with 297,098 pairs across 59 cell lines. Task: Regression. Given two drug SMILES strings and cell line genomic features, predict the synergy score measuring deviation from expected non-interaction effect. (1) Drug 2: CC1OCC2C(O1)C(C(C(O2)OC3C4COC(=O)C4C(C5=CC6=C(C=C35)OCO6)C7=CC(=C(C(=C7)OC)O)OC)O)O. Drug 1: C1CC(=O)NC(=O)C1N2CC3=C(C2=O)C=CC=C3N. Synergy scores: CSS=55.1, Synergy_ZIP=-2.78, Synergy_Bliss=-1.03, Synergy_Loewe=-36.0, Synergy_HSA=1.06. Cell line: NCIH23. (2) Drug 1: CCCCCOC(=O)NC1=NC(=O)N(C=C1F)C2C(C(C(O2)C)O)O. Drug 2: CN(C(=O)NC(C=O)C(C(C(CO)O)O)O)N=O. Cell line: M14. Synergy scores: CSS=-13.5, Synergy_ZIP=14.3, Synergy_Bliss=14.6, Synergy_Loewe=-1.20, Synergy_HSA=-2.00. (3) Drug 1: COC1=C(C=C2C(=C1)N=CN=C2NC3=CC(=C(C=C3)F)Cl)OCCCN4CCOCC4. Drug 2: CCC1=C2CN3C(=CC4=C(C3=O)COC(=O)C4(CC)O)C2=NC5=C1C=C(C=C5)O. Cell line: HOP-92. Synergy scores: CSS=55.4, Synergy_ZIP=-4.28, Synergy_Bliss=-0.197, Synergy_Loewe=4.10, Synergy_HSA=5.50. (4) Drug 1: C1CN1P(=S)(N2CC2)N3CC3. Drug 2: CC1=C(C(=O)C2=C(C1=O)N3CC4C(C3(C2COC(=O)N)OC)N4)N. Cell line: ACHN. Synergy scores: CSS=62.9, Synergy_ZIP=-0.904, Synergy_Bliss=-0.140, Synergy_Loewe=-14.1, Synergy_HSA=2.48. (5) Drug 1: C1=NC2=C(N=C(N=C2N1C3C(C(C(O3)CO)O)O)F)N. Drug 2: C1CC(C1)(C(=O)O)C(=O)O.[NH2-].[NH2-].[Pt+2]. Cell line: COLO 205. Synergy scores: CSS=27.5, Synergy_ZIP=-5.85, Synergy_Bliss=0.529, Synergy_Loewe=-0.744, Synergy_HSA=-0.0927.